This data is from Reaction yield outcomes from USPTO patents with 853,638 reactions. The task is: Predict the reaction yield, written as a fraction of the theoretical maximum amount of product (1.0 means a 100% yield; for example, 0.34 means a 34% yield). (1) The reactants are [CH3:1][O:2][C:3]1[CH:4]=[CH:5][C:6]2[CH:10]=[CH:9][S:8][C:7]=2[CH:11]=1.Br[C:13]1[CH:18]=[CH:17][C:16]([F:19])=[CH:15][CH:14]=1.CC(C)(C)C(O)=O.C(=O)([O-])[O-].[K+].[K+]. The catalyst is CC(N(C)C)=O. The product is [F:19][C:16]1[CH:17]=[CH:18][C:13]([C:9]2[S:8][C:7]3[CH:11]=[C:3]([O:2][CH3:1])[CH:4]=[CH:5][C:6]=3[CH:10]=2)=[CH:14][CH:15]=1. The yield is 0.540. (2) The reactants are [N:1]1([C:5]([C:7]2[CH:8]=[N:9][N:10]([CH3:27])[C:11]=2[C:12]([NH:14][C:15]2[CH:20]=[CH:19][N:18]3[N:21]=[C:22]([C:24](O)=[O:25])[N:23]=[C:17]3[CH:16]=2)=[O:13])=[O:6])[CH2:4][CH2:3][CH2:2]1.[CH3:28][O:29][CH2:30][CH2:31][NH2:32]. No catalyst specified. The product is [N:1]1([C:5]([C:7]2[CH:8]=[N:9][N:10]([CH3:27])[C:11]=2[C:12]([NH:14][C:15]2[CH:20]=[CH:19][N:18]3[N:21]=[C:22]([C:24]([NH:32][CH2:31][CH2:30][O:29][CH3:28])=[O:25])[N:23]=[C:17]3[CH:16]=2)=[O:13])=[O:6])[CH2:4][CH2:3][CH2:2]1. The yield is 0.198.